Dataset: Peptide-MHC class II binding affinity with 134,281 pairs from IEDB. Task: Regression. Given a peptide amino acid sequence and an MHC pseudo amino acid sequence, predict their binding affinity value. This is MHC class II binding data. (1) The peptide sequence is ASFIYDGRLVDSIGS. The MHC is DRB1_0901 with pseudo-sequence DRB1_0901. The binding affinity (normalized) is 0.545. (2) The peptide sequence is AGWLFHVRGARRSGD. The MHC is DRB1_0901 with pseudo-sequence DRB1_0901. The binding affinity (normalized) is 0.549. (3) The peptide sequence is QSLGFENLECLKRNM. The MHC is DRB1_0101 with pseudo-sequence DRB1_0101. The binding affinity (normalized) is 0.252. (4) The peptide sequence is SLHIYWGKEDDYG. The MHC is DRB1_1501 with pseudo-sequence DRB1_1501. The binding affinity (normalized) is 0.208. (5) The peptide sequence is LEVLNFDFQANAQLS. The MHC is DRB5_0101 with pseudo-sequence DRB5_0101. The binding affinity (normalized) is 0.395. (6) The peptide sequence is GELQIKDKIDAAFKI. The MHC is DRB1_1101 with pseudo-sequence DRB1_1101. The binding affinity (normalized) is 0.569. (7) The peptide sequence is PANDKFTVFEAAFNDAIKE. The MHC is DRB1_0901 with pseudo-sequence DRB1_0901. The binding affinity (normalized) is 0.598. (8) The peptide sequence is DEINAIFEENEVDIS. The MHC is DRB3_0101 with pseudo-sequence DRB3_0101. The binding affinity (normalized) is 0.272. (9) The peptide sequence is INKGILVTVNPIAST. The MHC is DRB4_0103 with pseudo-sequence DRB4_0103. The binding affinity (normalized) is 0.553. (10) The peptide sequence is HAAIGAYLEEQEQWK. The MHC is DRB1_1101 with pseudo-sequence DRB1_1101. The binding affinity (normalized) is 0.622.